From a dataset of Rat liver microsome stability data. Regression/Classification. Given a drug SMILES string, predict its absorption, distribution, metabolism, or excretion properties. Task type varies by dataset: regression for continuous measurements (e.g., permeability, clearance, half-life) or binary classification for categorical outcomes (e.g., BBB penetration, CYP inhibition). Dataset: rlm. (1) The drug is CNS(=O)(=O)c1ccc(OC2CCN(C(=O)NCc3ccc(Cl)cc3Cl)CC2)cc1. The result is 0 (unstable in rat liver microsomes). (2) The compound is O=C(Nc1ccccc1F)c1nc(S(=O)(=O)Cc2ccccc2F)ncc1Cl. The result is 1 (stable in rat liver microsomes). (3) The drug is Cc1c(Nc2c(C#N)cncc2C=Cc2cccc(CN3CCC(O)CC3)c2)ccc2[nH]ccc12. The result is 1 (stable in rat liver microsomes). (4) The drug is O=C1CN(Cc2ccc(-c3cccc(CN4CCCCC4)n3)cc2)C(=O)N1CC(F)(F)F. The result is 0 (unstable in rat liver microsomes).